Dataset: Full USPTO retrosynthesis dataset with 1.9M reactions from patents (1976-2016). Task: Predict the reactants needed to synthesize the given product. (1) Given the product [C:30]([O:34][C:35](=[O:36])[NH:37][CH2:38][C:39](=[O:40])[NH:28][CH2:27][CH2:26][O:25][C:9]1[N:10]=[C:11]([N:12]2[CH2:17][CH2:16][N:15]3[C:18]([C:21]([F:22])([F:24])[F:23])=[N:19][N:20]=[C:14]3[CH2:13]2)[C:6]2[CH:5]=[C:4]([CH2:1][CH2:2][CH3:3])[S:29][C:7]=2[N:8]=1)([CH3:33])([CH3:31])[CH3:32], predict the reactants needed to synthesize it. The reactants are: [CH2:1]([C:4]1[S:29][C:7]2[N:8]=[C:9]([O:25][CH2:26][CH2:27][NH2:28])[N:10]=[C:11]([N:12]3[CH2:17][CH2:16][N:15]4[C:18]([C:21]([F:24])([F:23])[F:22])=[N:19][N:20]=[C:14]4[CH2:13]3)[C:6]=2[CH:5]=1)[CH2:2][CH3:3].[C:30]([O:34][C:35]([NH:37][CH2:38][C:39](O)=[O:40])=[O:36])([CH3:33])([CH3:32])[CH3:31]. (2) Given the product [CH3:1][O:2][C:3]1[CH:4]=[C:5]([C:9]2[CH:14]=[CH:13][N:12]=[C:76]([NH:74][C:75]3[CH:49]=[C:48]([NH:44][C:29](=[O:31])[C:28]4[CH:32]=[CH:33][CH:34]=[C:26]([C:25]([F:24])([F:36])[F:35])[CH:27]=4)[CH:47]=[CH:52][C:51]=3[CH3:50])[N:10]=2)[CH:6]=[CH:7][CH:8]=1, predict the reactants needed to synthesize it. The reactants are: [CH3:1][O:2][C:3]1[CH:4]=[C:5]([C:9]2[CH:14]=[CH:13][N:12]=C(C3C(N)=C(C)C=CC=3N)[N:10]=2)[CH:6]=[CH:7][CH:8]=1.[F:24][C:25]([F:36])([F:35])[C:26]1[CH:27]=[C:28]([CH:32]=[CH:33][CH:34]=1)[C:29]([OH:31])=O.F[P-](F)(F)(F)(F)F.[N:44]1(O[P+](N(C)C)(N(C)C)N(C)C)[C:48]2[CH:49]=[CH:50][CH:51]=[CH:52][C:47]=2N=N1.CCN(C(C)C)C(C)C.C[N:74]([CH:76]=O)[CH3:75]. (3) Given the product [CH3:22][N:23]([CH3:24])[C:29]([NH:19][C:18]1[CH:20]=[CH:21][C:15]([C:14]2[CH:13]=[CH:12][S:11][C:10]=2[C:9]2[CH:8]=[CH:7][N:6]=[C:5]3[NH:1][CH:2]=[CH:3][C:4]=23)=[CH:16][CH:17]=1)=[O:25], predict the reactants needed to synthesize it. The reactants are: [NH:1]1[C:5]2=[N:6][CH:7]=[CH:8][C:9]([C:10]3[S:11][CH:12]=[CH:13][C:14]=3[C:15]3[CH:21]=[CH:20][C:18]([NH2:19])=[CH:17][CH:16]=3)=[C:4]2[CH:3]=[CH:2]1.[CH3:22][NH:23][CH3:24].[O:25]1[CH2:29]CCC1. (4) Given the product [Cl-:20].[OH:19][CH:11]([C:7]1([C:1]2[CH:2]=[CH:3][CH:4]=[CH:5][CH:6]=2)[CH2:10][CH2:9][CH2:8]1)[CH2:12][NH+:13]1[CH2:14][CH2:15][CH2:16][CH2:17][CH2:18]1, predict the reactants needed to synthesize it. The reactants are: [C:1]1([C:7]2([CH:11]([OH:19])[CH2:12][N:13]3[CH2:18][CH2:17][CH2:16][CH2:15][CH2:14]3)[CH2:10][CH2:9][CH2:8]2)[CH:6]=[CH:5][CH:4]=[CH:3][CH:2]=1.[ClH:20]. (5) Given the product [Cl:1][C:2]1[C:7]2[CH:8]=[CH:9][N:10]([CH2:15][CH3:16])[C:6]=2[CH:5]=[C:4]([Cl:11])[N:3]=1, predict the reactants needed to synthesize it. The reactants are: [Cl:1][C:2]1[C:7]2[CH:8]=[CH:9][NH:10][C:6]=2[CH:5]=[C:4]([Cl:11])[N:3]=1.[H-].[Na+].I[CH2:15][CH3:16]. (6) Given the product [F:59][C:57]1[CH:56]=[C:55]([F:60])[CH:54]=[C:53]2[C:58]=1[C:49]([NH:47][C:45]1[CH:44]=[CH:43][N:42]=[C:41]([N:38]3[CH2:39][CH2:40][O:35][CH2:36][CH2:37]3)[CH:46]=1)=[C:50]([CH3:74])[C:51]([N:61]1[CH2:66][CH2:65][N:64]([C:67]([O-:69])=[O:68])[CH2:63][CH2:62]1)=[N:52]2.[F:59][C:57]1[CH:56]=[C:55]([F:60])[CH:54]=[C:53]2[C:58]=1[C:49]([NH:47][C:45]1[CH:44]=[CH:43][N:42]=[C:41]([N:38]3[CH2:39][CH2:40][O:35][CH2:36][CH2:37]3)[CH:46]=1)=[C:50]([CH3:74])[C:51]([N:61]1[CH2:66][CH2:65][N:64]([C:67]([O:69][C:70]([CH3:72])([CH3:71])[CH3:73])=[O:68])[CH2:63][CH2:62]1)=[N:52]2, predict the reactants needed to synthesize it. The reactants are: C1(P(C2CCCCC2)C2C=CC=CC=2C2C(C(C)C)=CC(C(C)C)=CC=2C(C)C)CCCCC1.[O:35]1[CH2:40][CH2:39][N:38]([C:41]2[CH:46]=[C:45]([NH2:47])[CH:44]=[CH:43][N:42]=2)[CH2:37][CH2:36]1.Cl[C:49]1[C:58]2[C:53](=[CH:54][C:55]([F:60])=[CH:56][C:57]=2[F:59])[N:52]=[C:51]([N:61]2[CH2:66][CH2:65][N:64]([C:67]([O:69][C:70]([CH3:73])([CH3:72])[CH3:71])=[O:68])[CH2:63][CH2:62]2)[C:50]=1[CH3:74].CC(C)([O-])C.[Na+]. (7) Given the product [CH:29]12[CH2:30][CH:25]3[CH2:26][CH:27]([CH2:31][CH:23]([CH2:24]3)[CH:22]1[O:21][C:19]([N:10]1[CH2:9][CH2:8][C:7]([CH2:13][C:14]([OH:16])=[O:15])([C:2]3[CH:3]=[CH:4][CH:5]=[CH:6][C:1]=3[CH3:17])[CH2:12][CH2:11]1)=[O:20])[CH2:28]2, predict the reactants needed to synthesize it. The reactants are: [C:1]1([CH3:17])[CH:6]=[CH:5][CH:4]=[CH:3][C:2]=1[C:7]1([CH2:13][C:14]([OH:16])=[O:15])[CH2:12][CH2:11][NH:10][CH2:9][CH2:8]1.Cl[C:19]([O:21][CH:22]1[CH:29]2[CH2:30][CH:25]3[CH2:26][CH:27]([CH2:31][CH:23]1[CH2:24]3)[CH2:28]2)=[O:20].CCN(C(C)C)C(C)C. (8) Given the product [Br:33][C:8]1[C:9]2[C:14](=[CH:13][C:12]([C:17]3[O:18][C:19]4[CH:31]=[CH:30][C:29]([Cl:32])=[CH:28][C:20]=4[C:21]=3[C:22](=[O:27])[CH2:23][CH2:24][CH2:25][CH3:26])=[CH:11][CH:10]=2)[CH:15]=[CH:16][C:7]=1[O:6][CH2:5][C:4]([OH:34])=[O:3], predict the reactants needed to synthesize it. The reactants are: C([O:3][C:4](=[O:34])[CH2:5][O:6][C:7]1[CH:16]=[CH:15][C:14]2[C:9](=[CH:10][CH:11]=[C:12]([C:17]3[O:18][C:19]4[CH:31]=[CH:30][C:29]([Cl:32])=[CH:28][C:20]=4[C:21]=3[C:22](=[O:27])[CH2:23][CH2:24][CH2:25][CH3:26])[CH:13]=2)[C:8]=1[Br:33])C.[OH-].[K+].